This data is from Peptide-MHC class I binding affinity with 185,985 pairs from IEDB/IMGT. The task is: Regression. Given a peptide amino acid sequence and an MHC pseudo amino acid sequence, predict their binding affinity value. This is MHC class I binding data. (1) The peptide sequence is VPRENATAF. The MHC is HLA-B15:09 with pseudo-sequence HLA-B15:09. The binding affinity (normalized) is 0.0847. (2) The peptide sequence is DTVLFNAGL. The MHC is HLA-B48:01 with pseudo-sequence HLA-B48:01. The binding affinity (normalized) is 0.0847. (3) The peptide sequence is PHYNNPWNT. The MHC is HLA-B44:02 with pseudo-sequence HLA-B44:02. The binding affinity (normalized) is 0.0847. (4) The peptide sequence is DYKECEWPL. The MHC is HLA-B08:02 with pseudo-sequence HLA-B08:02. The binding affinity (normalized) is 0.0847. (5) The peptide sequence is FLRYHCPGL. The MHC is HLA-A02:01 with pseudo-sequence HLA-A02:01. The binding affinity (normalized) is 0.516. (6) The peptide sequence is FHEAAQAVW. The MHC is Mamu-B17 with pseudo-sequence Mamu-B17. The binding affinity (normalized) is 0.753.